From a dataset of Forward reaction prediction with 1.9M reactions from USPTO patents (1976-2016). Predict the product of the given reaction. The product is: [O:25]1[CH2:26][CH2:27][N:22]([C:19]2[CH:18]=[CH:17][C:16]([NH:15][C:11]3[N:10]=[C:9]([S:8][C:5]4[CH:6]=[CH:7][C:2]([NH:1][C:31](=[O:32])[CH2:30][C:28]#[N:29])=[CH:3][CH:4]=4)[CH:14]=[CH:13][N:12]=3)=[CH:21][CH:20]=2)[CH2:23][CH2:24]1. Given the reactants [NH2:1][C:2]1[CH:7]=[CH:6][C:5]([S:8][C:9]2[CH:14]=[CH:13][N:12]=[C:11]([NH:15][C:16]3[CH:21]=[CH:20][C:19]([N:22]4[CH2:27][CH2:26][O:25][CH2:24][CH2:23]4)=[CH:18][CH:17]=3)[N:10]=2)=[CH:4][CH:3]=1.[C:28]([CH2:30][C:31](O)=[O:32])#[N:29], predict the reaction product.